Dataset: Full USPTO retrosynthesis dataset with 1.9M reactions from patents (1976-2016). Task: Predict the reactants needed to synthesize the given product. (1) Given the product [C:1]([O-:8])(=[O:7])[CH2:2][CH2:3][C:4]([O-:6])=[O:5].[NH4+:19].[NH4+:9].[C:1]([OH:8])(=[O:7])[CH2:2][CH2:3][C:4]([OH:6])=[O:5], predict the reactants needed to synthesize it. The reactants are: [C:1]([O-:8])(=[O:7])[CH2:2][CH2:3][C:4]([O-:6])=[O:5].[NH4+:9].[NH4+].CCCCCCCC[N:19](CCCCCCCC)CCCCCCCC.C(O)CCCCCCCCCCC. (2) The reactants are: Cl.[NH2:2][C@H:3]1[CH2:8][CH2:7][N:6]([CH2:9][C@@H:10]([C:12]2[C:13]([CH3:22])=[C:14]3[C:18](=[CH:19][CH:20]=2)[C:17](=[O:21])[O:16][CH2:15]3)[OH:11])[CH2:5][C@H:4]1[F:23].[C:24]([C:26]1[CH:27]=[CH:28][C:29]([C:32](O)=[O:33])=[N:30][CH:31]=1)#[N:25].CN(C(ON1N=NC2C=CC=CC1=2)=[N+](C)C)C.[B-](F)(F)(F)F.C(N(CC)CC)C. Given the product [C:24]([C:26]1[CH:27]=[CH:28][C:29]([C:32]([NH:2][C@H:3]2[CH2:8][CH2:7][N:6]([CH2:9][C@H:10]([OH:11])[C:12]3[C:13]([CH3:22])=[C:14]4[C:18](=[CH:19][CH:20]=3)[C:17](=[O:21])[O:16][CH2:15]4)[CH2:5][C@H:4]2[F:23])=[O:33])=[N:30][CH:31]=1)#[N:25], predict the reactants needed to synthesize it. (3) Given the product [CH3:1][O:2][C:3](=[O:18])[CH:4]([CH2:50][CH2:49][CH:44]1[CH2:48][CH2:47][CH2:46][CH2:45]1)[C:5]1[C:13]2[C:8](=[CH:9][CH:10]=[CH:11][CH:12]=2)[N:7]([C:14]([O:16][CH3:17])=[O:15])[CH:6]=1, predict the reactants needed to synthesize it. The reactants are: [CH3:1][O:2][C:3](=[O:18])[CH2:4][C:5]1[C:13]2[C:8](=[CH:9][CH:10]=[CH:11][CH:12]=2)[N:7]([C:14]([O:16][CH3:17])=[O:15])[CH:6]=1.CN(C)P(=O)(N(C)C)N(C)C.C([N-]C(C)C)(C)C.[Li+].C1CCCCC1.[CH:44]1([CH2:49][CH2:50]I)[CH2:48][CH2:47][CH2:46][CH2:45]1. (4) The reactants are: [H-].[H-].[H-].[H-].[Li+].[Al+3].C([O:9][C:10](=O)[CH:11]([O:20][C:21]1[CH:43]=[CH:42][C:24]2[C:25]3[N:29]([CH2:30][CH2:31][O:32][C:23]=2[CH:22]=1)[CH:28]=[C:27]([C:33]1[N:34]([CH:39]([CH3:41])[CH3:40])[N:35]=[C:36]([CH3:38])[N:37]=1)[N:26]=3)[CH2:12][CH:13]([CH3:19])[C:14](OCC)=[O:15])C.CCOC(C)=O.[C@H](O)(C([O-])=O)[C@@H](O)C([O-])=O.[Na+].[K+]. Given the product [CH:39]([N:34]1[C:33]([C:27]2[N:26]=[C:25]3[N:29]([CH2:30][CH2:31][O:32][C:23]4[CH:22]=[C:21]([O:20][CH:11]([CH2:12][CH:13]([CH3:19])[CH2:14][OH:15])[CH2:10][OH:9])[CH:43]=[CH:42][C:24]=43)[CH:28]=2)=[N:37][C:36]([CH3:38])=[N:35]1)([CH3:41])[CH3:40], predict the reactants needed to synthesize it.